This data is from Reaction yield outcomes from USPTO patents with 853,638 reactions. The task is: Predict the reaction yield, written as a fraction of the theoretical maximum amount of product (1.0 means a 100% yield; for example, 0.34 means a 34% yield). (1) The reactants are [CH3:1][O:2][C:3]1[CH:4]=[C:5]([CH2:11][C:12]([NH:14][C:15]([NH:17][C:18]([O:20][C:21]([CH3:24])([CH3:23])[CH3:22])=[O:19])=[NH:16])=[O:13])[CH:6]=[CH:7][C:8]=1[O:9][CH3:10].C(N(CC)CC)C.[F:32][C:33]([F:46])([F:45])[S:34](O[S:34]([C:33]([F:46])([F:45])[F:32])(=[O:36])=[O:35])(=[O:36])=[O:35]. The catalyst is ClCCl. The product is [CH3:1][O:2][C:3]1[CH:4]=[C:5]([CH2:11][C:12]([NH:14]/[C:15](/[NH:17][C:18](=[O:19])[O:20][C:21]([CH3:24])([CH3:23])[CH3:22])=[N:16]/[S:34]([C:33]([F:46])([F:45])[F:32])(=[O:36])=[O:35])=[O:13])[CH:6]=[CH:7][C:8]=1[O:9][CH3:10]. The yield is 0.581. (2) The reactants are [Cl:1][C:2]1[CH:7]=[CH:6][C:5]([N+:8]([O-:10])=[O:9])=[C:4]([CH2:11]Cl)[CH:3]=1.Cl.[CH2:14]([O:16][C:17](=[O:20])[CH2:18][NH2:19])[CH3:15].C(N(CC)CC)C. The catalyst is C(O)C. The product is [CH2:14]([O:16][C:17](=[O:20])[CH2:18][NH:19][CH2:11][C:4]1[CH:3]=[C:2]([Cl:1])[CH:7]=[CH:6][C:5]=1[N+:8]([O-:10])=[O:9])[CH3:15]. The yield is 0.990. (3) The reactants are Br[C:2]1[CH:3]=[C:4]2[C:9](=[CH:10][CH:11]=1)[N:8]=[CH:7][CH:6]=[C:5]2[Cl:12].[O:13]1[CH2:18][CH2:17][CH:16]([SH:19])[CH2:15][CH2:14]1.C(N(CC)CC)C. The catalyst is [Pd].C1([PH+](C2C=CC=CC=2)C2C=CC=CC=2)C=CC=CC=1.C1([PH+](C2C=CC=CC=2)C2C=CC=CC=2)C=CC=CC=1.C1([PH+](C2C=CC=CC=2)C2C=CC=CC=2)C=CC=CC=1.C1([PH+](C2C=CC=CC=2)C2C=CC=CC=2)C=CC=CC=1.C(#N)C. The product is [Cl:12][C:5]1[C:4]2[C:9](=[CH:10][CH:11]=[C:2]([S:19][CH:16]3[CH2:17][CH2:18][O:13][CH2:14][CH2:15]3)[CH:3]=2)[N:8]=[CH:7][CH:6]=1. The yield is 0.303. (4) The reactants are [Cl:1][C:2]1[CH:3]=[C:4]([S:8][C:9]2[C:13]3[CH:14]=[CH:15][CH:16]=[CH:17][C:12]=3[S:11][C:10]=2[N+:18]([O-])=O)[CH:5]=[CH:6][CH:7]=1. The catalyst is C(OCC)(=O)C.[Pd]. The product is [Cl:1][C:2]1[CH:3]=[C:4]([S:8][C:9]2[C:13]3[CH:14]=[CH:15][CH:16]=[CH:17][C:12]=3[S:11][C:10]=2[NH2:18])[CH:5]=[CH:6][CH:7]=1. The yield is 0.550. (5) The reactants are [S:1](=[O:35])(=[O:34])([O:3][CH2:4][C@@H:5]1[C@@H:12]2[C@@H:8]([O:9]C(C)(C)[O:11]2)[C@H:7]([C:15]2[C:19]3[N:20]=[CH:21][N:22]=[C:23]([NH:24][C@@H:25]4[C:33]5[C:28](=[CH:29][CH:30]=[CH:31][CH:32]=5)[CH2:27][CH2:26]4)[C:18]=3[S:17][CH:16]=2)[O:6]1)[NH2:2]. The catalyst is C(O)(C(F)(F)F)=O.O. The product is [S:1](=[O:34])(=[O:35])([O:3][CH2:4][C@@H:5]1[C@@H:12]([OH:11])[C@@H:8]([OH:9])[C@H:7]([C:15]2[C:19]3[N:20]=[CH:21][N:22]=[C:23]([NH:24][C@@H:25]4[C:33]5[C:28](=[CH:29][CH:30]=[CH:31][CH:32]=5)[CH2:27][CH2:26]4)[C:18]=3[S:17][CH:16]=2)[O:6]1)[NH2:2]. The yield is 0.700. (6) The reactants are C(OC([N:8]1[CH2:13][CH2:12][N:11]([CH2:14][CH:15]([OH:46])[CH2:16][N:17]2[C:25]3[CH2:24][CH2:23][N:22]([S:26]([CH3:29])(=[O:28])=[O:27])[CH2:21][C:20]=3[C:19]([C:30]3[CH:35]=[CH:34][C:33]([Cl:36])=[C:32]([C:37]#[C:38][C:39]4[CH:44]=[CH:43][C:42]([Cl:45])=[CH:41][CH:40]=4)[CH:31]=3)=[N:18]2)[CH2:10][CH2:9]1)=O)(C)(C)C.C(O)(C(F)(F)F)=O. The catalyst is C(Cl)Cl. The product is [Cl:36][C:33]1[CH:34]=[CH:35][C:30]([C:19]2[C:20]3[CH2:21][N:22]([S:26]([CH3:29])(=[O:28])=[O:27])[CH2:23][CH2:24][C:25]=3[N:17]([CH2:16][CH:15]([OH:46])[CH2:14][N:11]3[CH2:10][CH2:9][NH:8][CH2:13][CH2:12]3)[N:18]=2)=[CH:31][C:32]=1[C:37]#[C:38][C:39]1[CH:40]=[CH:41][C:42]([Cl:45])=[CH:43][CH:44]=1. The yield is 0.840. (7) The reactants are [C:1]1([S:7](Cl)(=[O:9])=[O:8])[CH:6]=[CH:5][CH:4]=[CH:3][CH:2]=1.[NH:11]1[C:19]2[C:14](=[CH:15][CH:16]=[CH:17][CH:18]=2)[CH2:13][CH2:12]1.CCN(CC)CC. The catalyst is CN(C1C=CN=CC=1)C.C(Cl)Cl. The product is [C:1]1([S:7]([N:11]2[C:19]3[C:14](=[CH:15][CH:16]=[CH:17][CH:18]=3)[CH2:13][CH2:12]2)(=[O:9])=[O:8])[CH:6]=[CH:5][CH:4]=[CH:3][CH:2]=1. The yield is 0.960.